From a dataset of Reaction yield outcomes from USPTO patents with 853,638 reactions. Predict the reaction yield, written as a fraction of the theoretical maximum amount of product (1.0 means a 100% yield; for example, 0.34 means a 34% yield). (1) The reactants are [OH:1][CH2:2][CH2:3][CH2:4][O:5][C:6]1[CH:7]=[C:8]([CH:11]=[CH:12][CH:13]=1)[CH:9]=O.[CH3:14][NH2:15].[BH4-].[Na+]. The catalyst is CO. The product is [CH3:14][NH:15][CH2:9][C:8]1[CH:7]=[C:6]([CH:13]=[CH:12][CH:11]=1)[O:5][CH2:4][CH2:3][CH2:2][OH:1]. The yield is 1.00. (2) The reactants are Br[C:2]1[C:11]2[C:6](=[CH:7][CH:8]=[CH:9][CH:10]=2)[CH:5]=[CH:4][C:3]=1[CH:12]=[CH:13][CH3:14].C([Li])CCC.CN(C)[CH:22]=[O:23].[Cl-].[NH4+]. The catalyst is O1CCCC1. The product is [CH:12]([C:3]1[CH:4]=[CH:5][C:6]2[C:11](=[CH:10][CH:9]=[CH:8][CH:7]=2)[C:2]=1[CH:22]=[O:23])=[CH:13][CH3:14]. The yield is 0.880. (3) The reactants are [CH2:1]([NH:5][CH2:6][C:7]1[CH:12]=[CH:11][CH:10]=[C:9]([O:13][CH3:14])[C:8]=1[O:15][CH3:16])[CH2:2][CH2:3][CH3:4].[CH2:17]([O:19][C@H:20]([C:33]([O:35][CH2:36][CH3:37])=[O:34])[CH2:21][C:22]1[CH:32]=[CH:31][C:25]([O:26][CH2:27][C:28](O)=[O:29])=[CH:24][CH:23]=1)[CH3:18].C(N(CC)C(C)C)(C)C.F[B-](F)(F)F.N1(OC(N(C)C)=[N+](C)C)C2C=CC=CC=2N=N1. The catalyst is C(Cl)Cl. The product is [CH2:1]([N:5]([CH2:6][C:7]1[CH:12]=[CH:11][CH:10]=[C:9]([O:13][CH3:14])[C:8]=1[O:15][CH3:16])[C:28](=[O:29])[CH2:27][O:26][C:25]1[CH:24]=[CH:23][C:22]([CH2:21][C@H:20]([O:19][CH2:17][CH3:18])[C:33]([O:35][CH2:36][CH3:37])=[O:34])=[CH:32][CH:31]=1)[CH2:2][CH2:3][CH3:4]. The yield is 0.430. (4) The reactants are [OH:1][C@H:2]1[C:10]2[C:5](=[CH:6][CH:7]=[CH:8][CH:9]=2)[CH2:4][C@:3]1([CH2:20][C:21]1[CH:31]=[CH:30][C:24]([C:25](OCC)=[O:26])=[CH:23][CH:22]=1)[C:11]1[CH2:12][C:13]2[C:18]([CH:19]=1)=[CH:17][CH:16]=[CH:15][CH:14]=2.[NH2:32][C:33]1[CH:34]=[CH:35][C:36]([OH:42])=[C:37]([CH:41]=1)[C:38]([OH:40])=[O:39].C[Al](C)C. The catalyst is C1COCC1. The product is [OH:42][C:36]1[CH:35]=[CH:34][C:33]([NH:32][C:25](=[O:26])[C:24]2[CH:23]=[CH:22][C:21]([CH2:20][C@:3]3([C:11]4[CH2:12][C:13]5[C:18]([CH:19]=4)=[CH:17][CH:16]=[CH:15][CH:14]=5)[CH2:4][C:5]4[C:10](=[CH:9][CH:8]=[CH:7][CH:6]=4)[C@@H:2]3[OH:1])=[CH:31][CH:30]=2)=[CH:41][C:37]=1[C:38]([OH:40])=[O:39]. The yield is 0.300. (5) The reactants are [C:1]([O:4][C@@:5]1([CH2:39][CH3:40])[C:36]2[CH:35]=[C:34]3[N:11]([CH2:12][C:13]4[C:14]3=[N:15][C:16]3[C:17]5[C:18]=4[N:19]([CH2:29][CH2:30][CH:31]([CH3:33])[CH3:32])[C:20](S(C)=O)=[N:21][C:22]=5[CH:23]=[CH:24][CH:25]=3)[C:10](=[O:37])[C:9]=2[CH2:8][O:7][C:6]1=[O:38])(=[O:3])[CH3:2].[CH2:41]([NH2:45])[CH2:42][CH2:43][CH3:44]. The catalyst is O1CCOCC1. The product is [C:1]([O:4][C@@:5]1([CH2:39][CH3:40])[C:36]2[CH:35]=[C:34]3[N:11]([CH2:12][C:13]4[C:14]3=[N:15][C:16]3[C:17]5[C:18]=4[N:19]([CH2:29][CH2:30][CH:31]([CH3:33])[CH3:32])[C:20]([NH:45][CH2:41][CH2:42][CH2:43][CH3:44])=[N:21][C:22]=5[CH:23]=[CH:24][CH:25]=3)[C:10](=[O:37])[C:9]=2[CH2:8][O:7][C:6]1=[O:38])(=[O:3])[CH3:2]. The yield is 0.830.